This data is from Reaction yield outcomes from USPTO patents with 853,638 reactions. The task is: Predict the reaction yield, written as a fraction of the theoretical maximum amount of product (1.0 means a 100% yield; for example, 0.34 means a 34% yield). (1) The reactants are [Cl:1][C:2]1[CH:7]=[CH:6][C:5]([OH:8])=[CH:4][CH:3]=1.F[C:10]1[CH:15]=[CH:14][CH:13]=[CH:12][C:11]=1[N+:16]([O-:18])=[O:17].[Cl:19][C:20]1[CH:33]=[CH:32][C:23]([O:24][C:25]2[CH:31]=[CH:30][CH:29]=[CH:28][C:26]=2[NH2:27])=[CH:22][CH:21]=1.[NH2:34][C:35]1[S:36][CH:37]=[CH:38][N:39]=1. No catalyst specified. The product is [Cl:1][C:2]1[CH:7]=[CH:6][C:5]([O:8][C:10]2[CH:15]=[CH:14][CH:13]=[CH:12][C:11]=2[N+:16]([O-:18])=[O:17])=[CH:4][CH:3]=1.[Cl:19][C:20]1[CH:33]=[CH:32][C:23]([O:24][C:25]2[CH:31]=[CH:30][CH:29]=[CH:28][C:26]=2[NH:27][C:5]([NH:34][C:35]2[S:36][CH:37]=[CH:38][N:39]=2)=[O:8])=[CH:22][CH:21]=1. The yield is 0.710. (2) The reactants are [Cl:1][C:2]1[CH:33]=[CH:32][C:5]([CH2:6][CH2:7][NH:8][C:9]([C:11]2[CH:31]=[CH:30][C:14]([O:15][C:16]3[CH:21]=[CH:20][C:19]([CH2:22][C:23]([O:25]CC)=[O:24])=[CH:18][C:17]=3[CH2:28][CH3:29])=[CH:13][CH:12]=2)=[O:10])=[CH:4][CH:3]=1.[OH-].[Na+]. The catalyst is O1CCOCC1.O.C(OCC)(=O)C.Cl. The product is [Cl:1][C:2]1[CH:3]=[CH:4][C:5]([CH2:6][CH2:7][NH:8][C:9]([C:11]2[CH:12]=[CH:13][C:14]([O:15][C:16]3[CH:21]=[CH:20][C:19]([CH2:22][C:23]([OH:25])=[O:24])=[CH:18][C:17]=3[CH2:28][CH3:29])=[CH:30][CH:31]=2)=[O:10])=[CH:32][CH:33]=1. The yield is 0.213. (3) The reactants are [O:1]=[C:2]1[C:11]2[C:6](=[CH:7][CH:8]=[C:9]([C:12]3([C:15]([O:17]C)=[O:16])[CH2:14][CH2:13]3)[CH:10]=2)[O:5][CH2:4][CH2:3]1.O[Li].[OH2:21].[CH3:22]O. The catalyst is O. The product is [OH:1][C:2]1([O:21][CH3:22])[C:11]2[C:6](=[CH:7][CH:8]=[C:9]([C:12]3([C:15]([OH:17])=[O:16])[CH2:13][CH2:14]3)[CH:10]=2)[O:5][CH2:4][CH2:3]1. The yield is 0.440. (4) The yield is 0.270. The product is [CH2:24]([C:22]1[CH:21]=[CH:20][N:19]2[CH:2]=[C:3]([C:5]3[C:6]([C:11]4[CH:16]=[CH:15][CH:14]=[CH:13][CH:12]=4)=[N:7][O:8][C:9]=3[CH3:10])[N:17]=[C:18]2[CH:23]=1)[CH3:25]. The reactants are Br[CH2:2][C:3]([C:5]1[C:6]([C:11]2[CH:16]=[CH:15][CH:14]=[CH:13][CH:12]=2)=[N:7][O:8][C:9]=1[CH3:10])=O.[NH2:17][C:18]1[CH:23]=[C:22]([CH2:24][CH3:25])[CH:21]=[CH:20][N:19]=1. No catalyst specified. (5) The reactants are [OH:1][C:2]([C:55]1[S:56][CH:57]=[CH:58][CH:59]=1)([C:50]1[S:51][CH:52]=[CH:53][CH:54]=1)[C:3]([O:5][C@H:6]1[CH2:11][CH2:10][C@H:9]([N:12]([CH2:14][CH2:15][CH2:16][N:17]2[C:21]3[CH:22]=[CH:23][C:24]([CH2:26][NH:27][CH2:28][C@H:29]([O:42][Si](C(C)(C)C)(C)C)[C:30]4[CH:39]=[CH:38][C:37]([OH:40])=[C:36]5[C:31]=4[CH:32]=[CH:33][C:34](=[O:41])[NH:35]5)=[CH:25][C:20]=3[N:19]=[N:18]2)[CH3:13])[CH2:8][CH2:7]1)=[O:4].[FH:60].F.F.C(N(CC)CC)C.C(#N)C. The catalyst is C1COCC1. The product is [FH:60].[FH:60].[OH:1][C:2]([C:50]1[S:51][CH:52]=[CH:53][CH:54]=1)([C:55]1[S:56][CH:57]=[CH:58][CH:59]=1)[C:3]([O:5][C@H:6]1[CH2:11][CH2:10][C@H:9]([N:12]([CH2:14][CH2:15][CH2:16][N:17]2[C:21]3[CH:22]=[CH:23][C:24]([CH2:26][NH:27][CH2:28][C@H:29]([OH:42])[C:30]4[CH:39]=[CH:38][C:37]([OH:40])=[C:36]5[C:31]=4[CH:32]=[CH:33][C:34](=[O:41])[NH:35]5)=[CH:25][C:20]=3[N:19]=[N:18]2)[CH3:13])[CH2:8][CH2:7]1)=[O:4]. The yield is 0.960. (6) The catalyst is C(O)C.Cl.CO.O. The yield is 0.0240. The reactants are NO.[C:3]([C:6]1[CH:35]=[CH:34][C:9]([O:10][CH2:11][C:12]2[CH:17]=[CH:16][C:15]([CH:18]([O:27][CH:28]3[CH2:33][CH2:32][CH2:31][CH2:30][O:29]3)[C:19]3[CH:20]=[C:21]([CH:24]=[CH:25][CH:26]=3)[C:22]#[N:23])=[CH:14][CH:13]=2)=[C:8]([CH2:36][CH2:37][CH3:38])[C:7]=1[OH:39])(=[O:5])[CH3:4].[N:40]1C=CC=CC=1.Cl[C:47]([O:49]CC(CC)CCCC)=[O:48]. The product is [C:3]([C:6]1[CH:35]=[CH:34][C:9]([O:10][CH2:11][C:12]2[CH:17]=[CH:16][C:15]([CH:18]([O:27][CH:28]3[CH2:33][CH2:32][CH2:31][CH2:30][O:29]3)[C:19]3[CH:20]=[C:21]([C:22]4[NH:40][C:47](=[O:48])[O:49][N:23]=4)[CH:24]=[CH:25][CH:26]=3)=[CH:14][CH:13]=2)=[C:8]([CH2:36][CH2:37][CH3:38])[C:7]=1[OH:39])(=[O:5])[CH3:4].